Dataset: Reaction yield outcomes from USPTO patents with 853,638 reactions. Task: Predict the reaction yield, written as a fraction of the theoretical maximum amount of product (1.0 means a 100% yield; for example, 0.34 means a 34% yield). (1) The reactants are [C:1]([O:4][C@@H:5]1[C:15]2[C:10](=[N:11][CH:12]=[CH:13][CH:14]=2)[C@H:9]([O:16][Si](C(C)C)(C(C)C)C(C)C)[CH2:8][CH2:7][C@H:6]1[C:27]1[CH:32]=[CH:31][CH:30]=[C:29]([F:33])[C:28]=1[F:34])(=[O:3])[CH3:2].CCCC[N+](CCCC)(CCCC)CCCC.[F-]. The catalyst is O1CCCC1. The product is [C:1]([O:4][C@@H:5]1[C:15]2[C:10](=[N:11][CH:12]=[CH:13][CH:14]=2)[C@H:9]([OH:16])[CH2:8][CH2:7][C@H:6]1[C:27]1[CH:32]=[CH:31][CH:30]=[C:29]([F:33])[C:28]=1[F:34])(=[O:3])[CH3:2]. The yield is 0.870. (2) The reactants are [C:1]([O:4][C@H:5]([CH3:25])[CH2:6][CH2:7][CH2:8][CH2:9][N:10]1[C:18](=[O:19])[C:17]2[N:16]3[CH2:20][CH2:21][NH:22][C:15]3=[N:14][C:13]=2[N:12]([CH3:23])[C:11]1=[O:24])(=[O:3])[CH3:2].C(N(C(C)C)CC)(C)C.[CH2:35]([O:37][CH2:38]Cl)[CH3:36]. The catalyst is C(Cl)(Cl)Cl. The product is [C:1]([O:4][C@H:5]([CH3:25])[CH2:6][CH2:7][CH2:8][CH2:9][N:10]1[C:18](=[O:19])[C:17]2[N:16]3[CH2:20][CH2:21][N:22]([CH2:38][O:37][CH2:35][CH3:36])[C:15]3=[N:14][C:13]=2[N:12]([CH3:23])[C:11]1=[O:24])(=[O:3])[CH3:2]. The yield is 0.490. (3) The reactants are O[CH:2]=[C:3]1[C:11]2[C:6](=[CH:7][C:8]([C:12]([C:14]3[CH:15]=[C:16]([NH:20][C:21]([C:23]4[S:24][C:25]([C:28](=[O:30])[CH3:29])=[CH:26][CH:27]=4)=[O:22])[CH:17]=[CH:18][CH:19]=3)=[O:13])=[CH:9][CH:10]=2)[NH:5][C:4]1=[O:31].[CH3:32][N:33]1[CH2:38][CH2:37][N:36]([C:39]2[CH:44]=[CH:43][C:42]([NH2:45])=[CH:41][CH:40]=2)[CH2:35][CH2:34]1. The catalyst is C1COCC1. The product is [CH3:32][N:33]1[CH2:34][CH2:35][N:36]([C:39]2[CH:44]=[CH:43][C:42]([NH:45][CH:2]=[C:3]3[C:11]4[C:6](=[CH:7][C:8]([C:12]([C:14]5[CH:15]=[C:16]([NH:20][C:21]([C:23]6[S:24][C:25]([C:28](=[O:30])[CH3:29])=[CH:26][CH:27]=6)=[O:22])[CH:17]=[CH:18][CH:19]=5)=[O:13])=[CH:9][CH:10]=4)[NH:5][C:4]3=[O:31])=[CH:41][CH:40]=2)[CH2:37][CH2:38]1. The yield is 0.460. (4) The product is [Cl:19][C:16]1[CH:17]=[C:18]2[C:13](=[CH:14][CH:15]=1)[N:12]([CH2:20][C:21]1[CH:26]=[C:25]([C:27]3[CH:32]=[CH:31][CH:30]=[CH:29][CH:28]=3)[N:24]=[C:23]([C:33]3[CH:34]=[CH:35][CH:36]=[CH:37][CH:38]=3)[CH:22]=1)[CH:11]=[C:10]2[C:8](=[O:9])[CH2:7][CH2:6][C:5]([OH:39])=[O:4]. The yield is 0.980. The reactants are [OH-].[Na+].C[O:4][C:5](=[O:39])[CH2:6][CH2:7][C:8]([C:10]1[C:18]2[C:13](=[CH:14][CH:15]=[C:16]([Cl:19])[CH:17]=2)[N:12]([CH2:20][C:21]2[CH:26]=[C:25]([C:27]3[CH:32]=[CH:31][CH:30]=[CH:29][CH:28]=3)[N:24]=[C:23]([C:33]3[CH:38]=[CH:37][CH:36]=[CH:35][CH:34]=3)[CH:22]=2)[CH:11]=1)=[O:9].Cl. The catalyst is O1CCCC1.CO.O. (5) The reactants are [CH2:1]([N:3]([CH2:13][CH3:14])[C:4]1[CH:11]=[CH:10][C:7]([CH:8]=[O:9])=[C:6]([OH:12])[CH:5]=1)[CH3:2].C(=O)([O-])[O-].[K+].[K+].[CH2:21](Br)[C:22]1[CH:27]=[CH:26][CH:25]=[CH:24][CH:23]=1. The catalyst is CC(C)=O. The product is [CH2:21]([O:12][C:6]1[CH:5]=[C:4]([N:3]([CH2:1][CH3:2])[CH2:13][CH3:14])[CH:11]=[CH:10][C:7]=1[CH:8]=[O:9])[C:22]1[CH:27]=[CH:26][CH:25]=[CH:24][CH:23]=1. The yield is 0.670. (6) The catalyst is [Cu](I)I.O1CCOCC1. The product is [S:1]1[C:5]2[CH:6]=[C:7]([N:10]3[CH2:14][CH2:13][N:12]([C:17]4[CH:18]=[N:19][CH:20]=[CH:21][C:22]=4[CH2:23][CH3:24])[C:11]3=[O:15])[CH:8]=[CH:9][C:4]=2[N:3]=[CH:2]1. The reactants are [S:1]1[C:5]2[CH:6]=[C:7]([N:10]3[CH2:14][CH2:13][NH:12][C:11]3=[O:15])[CH:8]=[CH:9][C:4]=2[N:3]=[CH:2]1.Br[C:17]1[CH:18]=[N:19][CH:20]=[CH:21][C:22]=1[CH2:23][CH3:24].N[C@@H]1CCCC[C@H]1N.P([O-])([O-])([O-])=O.[K+].[K+].[K+]. The yield is 0.0375. (7) The reactants are Br[C:2]1[N:6]([S:7]([C:10]2[CH:15]=[CH:14][C:13]([F:16])=[CH:12][CH:11]=2)(=[O:9])=[O:8])[CH:5]=[C:4]([CH2:17][N:18]([CH3:26])[C:19](=[O:25])[O:20][C:21]([CH3:24])([CH3:23])[CH3:22])[CH:3]=1.[S:27]1[CH:31]=[CH:30][C:29](B(O)O)=[CH:28]1.C(=O)([O-])[O-].[Na+].[Na+]. The catalyst is C1C=CC([P]([Pd]([P](C2C=CC=CC=2)(C2C=CC=CC=2)C2C=CC=CC=2)([P](C2C=CC=CC=2)(C2C=CC=CC=2)C2C=CC=CC=2)[P](C2C=CC=CC=2)(C2C=CC=CC=2)C2C=CC=CC=2)(C2C=CC=CC=2)C2C=CC=CC=2)=CC=1. The product is [F:16][C:13]1[CH:14]=[CH:15][C:10]([S:7]([N:6]2[C:2]([C:29]3[CH:30]=[CH:31][S:27][CH:28]=3)=[CH:3][C:4]([CH2:17][N:18]([CH3:26])[C:19](=[O:25])[O:20][C:21]([CH3:24])([CH3:23])[CH3:22])=[CH:5]2)(=[O:9])=[O:8])=[CH:11][CH:12]=1. The yield is 0.690.